From a dataset of CYP2C9 inhibition data for predicting drug metabolism from PubChem BioAssay. Regression/Classification. Given a drug SMILES string, predict its absorption, distribution, metabolism, or excretion properties. Task type varies by dataset: regression for continuous measurements (e.g., permeability, clearance, half-life) or binary classification for categorical outcomes (e.g., BBB penetration, CYP inhibition). Dataset: cyp2c9_veith. (1) The compound is Cc1cccc(CNc2nc(-c3ccoc3)nc3ccccc23)c1. The result is 0 (non-inhibitor). (2) The compound is CN1CC[C@@]23CCCC[C@@H]2[C@@H]1Cc1ccc(O)cc13.O=C(O)[C@@H](O)[C@@H](O)C(=O)O. The result is 0 (non-inhibitor).